Task: Predict the reaction yield, written as a fraction of the theoretical maximum amount of product (1.0 means a 100% yield; for example, 0.34 means a 34% yield).. Dataset: Reaction yield outcomes from USPTO patents with 853,638 reactions The reactants are [Cl:1][C:2]1[CH:11]=[CH:10][C:9]2[C:4](=[C:5](Cl)[C:6]([S:12]([CH3:15])(=[O:14])=[O:13])=[CH:7][N:8]=2)[N:3]=1.C(O)(=O)C.C(O)(=O)C.[CH3:25][N:26]([CH2:28][C@H:29]1[CH2:34][CH2:33][C@H:32]([NH2:35])[CH2:31][CH2:30]1)[CH3:27]. No catalyst specified. The product is [Cl:1][C:2]1[N:3]=[C:4]2[C:9](=[CH:10][CH:11]=1)[N:8]=[CH:7][C:6]([S:12]([CH3:15])(=[O:14])=[O:13])=[C:5]2[NH:35][C@H:32]1[CH2:33][CH2:34][C@H:29]([CH2:28][N:26]([CH3:27])[CH3:25])[CH2:30][CH2:31]1. The yield is 0.680.